Predict the reactants needed to synthesize the given product. From a dataset of Full USPTO retrosynthesis dataset with 1.9M reactions from patents (1976-2016). The reactants are: [CH:1](/B(O)O)=[CH:2]\[C:3]1[CH:8]=[CH:7][CH:6]=[CH:5][CH:4]=1.C(=O)([O-])[O-].[Na+].[Na+].Br[C:19]1[C:20]2[CH:31]=[C:30]([C:32]([O:34][CH2:35][CH3:36])=[O:33])[S:29][C:21]=2[N:22]([CH:24]([O:26][CH2:27][CH3:28])[CH3:25])[N:23]=1. Given the product [CH2:27]([O:26][CH:24]([N:22]1[C:21]2[S:29][C:30]([C:32]([O:34][CH2:35][CH3:36])=[O:33])=[CH:31][C:20]=2[C:19](/[CH:1]=[CH:2]/[C:3]2[CH:8]=[CH:7][CH:6]=[CH:5][CH:4]=2)=[N:23]1)[CH3:25])[CH3:28], predict the reactants needed to synthesize it.